From a dataset of Full USPTO retrosynthesis dataset with 1.9M reactions from patents (1976-2016). Predict the reactants needed to synthesize the given product. (1) Given the product [CH2:12]([O:14][C:15]([C:16]1[O:8][C:7]([C:6]2[CH:10]=[CH:11][C:3]([O:2][CH3:1])=[CH:4][CH:5]=2)=[N:9][C:17]=1[CH3:19])=[O:21])[CH3:13], predict the reactants needed to synthesize it. The reactants are: [CH3:1][O:2][C:3]1[CH:11]=[CH:10][C:6]([C:7]([NH2:9])=[O:8])=[CH:5][CH:4]=1.[CH2:12]([O:14][C:15](=[O:21])[CH:16](Cl)[C:17]([CH3:19])=O)[CH3:13]. (2) Given the product [CH2:1]([C@@:5]1([C:21]([OH:23])=[O:22])[CH2:9][C@@H:8]([C:10]2[N:14]=[C:13]([CH3:15])[O:12][N:11]=2)[C@H:7]([C:16]2[S:17][CH:18]=[CH:19][N:20]=2)[N:6]1[C:33](=[O:34])[C:32]1[CH:36]=[CH:37][C:38]([C:39]([CH3:40])([CH3:41])[CH3:42])=[C:30]([O:29][CH3:28])[CH:31]=1)[CH:2]([CH3:3])[CH3:4], predict the reactants needed to synthesize it. The reactants are: [CH2:1]([C@@:5]1([C:21]([O:23]C(C)(C)C)=[O:22])[CH2:9][C@@H:8]([C:10]2[N:14]=[C:13]([CH3:15])[O:12][N:11]=2)[C@H:7]([C:16]2[S:17][CH:18]=[CH:19][N:20]=2)[NH:6]1)[CH:2]([CH3:4])[CH3:3].[CH3:28][O:29][C:30]1[CH:31]=[C:32]([CH:36]=[CH:37][C:38]=1[C:39]([CH3:42])([CH3:41])[CH3:40])[C:33](Cl)=[O:34].FC(F)(F)C(O)=O. (3) Given the product [C:1]([C:3]1([C:6]([NH:66][C@@H:62]2[CH2:63][CH2:64][CH2:65][C@H:60]([NH:59][C:44]3[CH:45]=[C:46]([C:49]4[C:57]5[C:52](=[N:53][CH:54]=[C:55]([F:58])[CH:56]=5)[NH:51][CH:50]=4)[CH:47]=[CH:48][C:43]=3[F:42])[CH2:61]2)=[O:8])[CH2:5][CH2:4]1)#[N:2], predict the reactants needed to synthesize it. The reactants are: [C:1]([C:3]1([C:6]([OH:8])=O)[CH2:5][CH2:4]1)#[N:2].CN(C(ON1N=NC2C=CC=NC1=2)=[N+](C)C)C.F[P-](F)(F)(F)(F)F.C(N(CC)C(C)C)(C)C.[F:42][C:43]1[CH:48]=[CH:47][C:46]([C:49]2[C:57]3[C:52](=[N:53][CH:54]=[C:55]([F:58])[CH:56]=3)[NH:51][CH:50]=2)=[CH:45][C:44]=1[NH:59][C@H:60]1[CH2:65][CH2:64][CH2:63][C@@H:62]([NH2:66])[CH2:61]1. (4) Given the product [C:47]([O:39][NH:30][CH:10]([CH2:11][C:12]1[C:20]2[C:15](=[CH:16][CH:17]=[CH:18][CH:19]=2)[N:14]([CH2:21][C:22]2[CH:23]=[CH:24][C:25]([C:28]#[N:29])=[CH:26][CH:27]=2)[CH:13]=1)[C:9]([NH:73][O:72][C:53]([C:60]1[CH:65]=[CH:64][CH:63]=[CH:62][CH:61]=1)([C:66]1[CH:67]=[CH:68][CH:69]=[CH:70][CH:71]=1)[C:54]1[CH:59]=[CH:58][CH:57]=[CH:56][CH:55]=1)=[O:8])([CH3:48])([CH3:74])[CH3:46], predict the reactants needed to synthesize it. The reactants are: C([O:8][C:9](=O)[CH:10]([NH:30]C(OC(C)(C)C)=O)[CH2:11][C:12]1[C:20]2[C:15](=[CH:16][CH:17]=[CH:18][CH:19]=2)[N:14]([CH2:21][C:22]2[CH:27]=[CH:26][C:25]([C:28]#[N:29])=[CH:24][CH:23]=2)[CH:13]=1)C1C=CC=CC=1.[OH-:39].[Na+].CCN=C=N[CH2:46][CH2:47][CH2:48]N(C)C.Cl.[C:53]([O:72][NH2:73])([C:66]1[CH:71]=[CH:70][CH:69]=[CH:68][CH:67]=1)([C:60]1[CH:65]=[CH:64][CH:63]=[CH:62][CH:61]=1)[C:54]1[CH:59]=[CH:58][CH:57]=[CH:56][CH:55]=1.[CH2:74]1COCC1. (5) Given the product [F:30][C:3]1[C:2]([C:35]#[C:34][C:32]([OH:36])([CH3:33])[CH3:31])=[CH:29][C:6]2[C:7]3[N:8]([C:12]([C:18]4[N:19]([CH2:24][C:25]([F:27])([F:28])[F:26])[N:20]=[C:21]([CH3:23])[N:22]=4)=[C:13]([C:15]([NH2:17])=[O:16])[N:14]=3)[CH2:9][CH2:10][O:11][C:5]=2[CH:4]=1, predict the reactants needed to synthesize it. The reactants are: Br[C:2]1[C:3]([F:30])=[CH:4][C:5]2[O:11][CH2:10][CH2:9][N:8]3[C:12]([C:18]4[N:19]([CH2:24][C:25]([F:28])([F:27])[F:26])[N:20]=[C:21]([CH3:23])[N:22]=4)=[C:13]([C:15]([NH2:17])=[O:16])[N:14]=[C:7]3[C:6]=2[CH:29]=1.[CH3:31][C:32]([OH:36])([C:34]#[CH:35])[CH3:33]. (6) Given the product [Cl:29][C:9]1[C:8]([C:22]2[NH:26][N:25]=[N:24][N:23]=2)=[C:7]([C:1]2[CH:2]=[CH:3][CH:4]=[CH:5][CH:6]=2)[C:16]2[C:11](=[CH:12][CH:13]=[C:14]([C:17]([F:19])([F:18])[F:20])[CH:15]=2)[N:10]=1, predict the reactants needed to synthesize it. The reactants are: [C:1]1([C:7]2[C:16]3[C:11](=[CH:12][CH:13]=[C:14]([C:17]([F:20])([F:19])[F:18])[CH:15]=3)[NH:10][C:9](=O)[C:8]=2[C:22]2[NH:26][N:25]=[N:24][N:23]=2)[CH:6]=[CH:5][CH:4]=[CH:3][CH:2]=1.P(Cl)(Cl)([Cl:29])=O.C(N(CC)C(C)C)(C)C.